Dataset: Catalyst prediction with 721,799 reactions and 888 catalyst types from USPTO. Task: Predict which catalyst facilitates the given reaction. (1) Reactant: [N:1]1([C:7]([O:9][C:10]([CH3:13])([CH3:12])[CH3:11])=[O:8])[CH2:6][CH2:5][NH:4][CH2:3][CH2:2]1.C(N(C(C)C)CC)(C)C.[Br:23][C:24]1[CH:31]=[CH:30][CH:29]=[CH:28][C:25]=1[CH2:26]Br. Product: [Br:23][C:24]1[CH:31]=[CH:30][CH:29]=[CH:28][C:25]=1[CH2:26][N:4]1[CH2:5][CH2:6][N:1]([C:7]([O:9][C:10]([CH3:13])([CH3:12])[CH3:11])=[O:8])[CH2:2][CH2:3]1. The catalyst class is: 10. (2) Reactant: [O:1]=[C:2]1[N:6]([C:7]2[CH:8]=[CH:9][C:10]3[C:16](=[O:17])[CH2:15][CH2:14][CH2:13][CH2:12][C:11]=3[CH:18]=2)[CH2:5][C@H:4]([CH2:19][NH:20][C:21](=[O:23])[CH3:22])[O:3]1.[Li+].C[Si]([N-][Si](C)(C)C)(C)C.[O:34]1[C:38]([C:39](Cl)=[O:40])=[CH:37][CH:36]=[N:35]1. Product: [O:34]1[C:38]([C:39]([CH:15]2[CH2:14][CH2:13][CH2:12][C:11]3[CH:18]=[C:7]([N:6]4[CH2:5][C@H:4]([CH2:19][NH:20][C:21](=[O:23])[CH3:22])[O:3][C:2]4=[O:1])[CH:8]=[CH:9][C:10]=3[C:16]2=[O:17])=[O:40])=[CH:37][CH:36]=[N:35]1. The catalyst class is: 1. (3) Reactant: [Cl:1][C:2]1[CH:3]=[C:4]([CH:22]=[CH:23][CH:24]=1)[CH2:5][N:6]1[C:10]2[CH:11]=[CH:12][C:13]3[N:14]([C:15]([CH3:18])=[N:16][N:17]=3)[C:9]=2[CH:8]=[C:7]1[C:19]([OH:21])=O.[CH:25]([N:28](CC)C(C)C)(C)C.F[P-](F)(F)(F)(F)F.C[N+](C)=C(N(C)C)ON1C2N=CC=CC=2N=N1.CN.C1COCC1. Product: [Cl:1][C:2]1[CH:3]=[C:4]([CH:22]=[CH:23][CH:24]=1)[CH2:5][N:6]1[C:10]2[CH:11]=[CH:12][C:13]3[N:14]([C:15]([CH3:18])=[N:16][N:17]=3)[C:9]=2[CH:8]=[C:7]1[C:19]([NH:28][CH3:25])=[O:21]. The catalyst class is: 726. (4) Product: [F:12][C:13]1[CH:18]=[CH:17][C:16]([N:19]2[C:7](=[O:9])[C:3]3[N:4]=[CH:5][S:6][C:2]=3[NH:1][C:20]2=[S:21])=[CH:15][CH:14]=1. The catalyst class is: 594. Reactant: [NH2:1][C:2]1[S:6][CH:5]=[N:4][C:3]=1[C:7]([O:9]CC)=O.[F:12][C:13]1[CH:18]=[CH:17][C:16]([N:19]=[C:20]=[S:21])=[CH:15][CH:14]=1.